This data is from Reaction yield outcomes from USPTO patents with 853,638 reactions. The task is: Predict the reaction yield, written as a fraction of the theoretical maximum amount of product (1.0 means a 100% yield; for example, 0.34 means a 34% yield). (1) The reactants are [CH3:1][CH:2]1[CH2:11][C:10]2[N:9]=[N:8][C:7]([C:12]3[CH:17]=[CH:16][CH:15]=[C:14]([C:18]([F:21])([F:20])[F:19])[CH:13]=3)=[CH:6][C:5]=2[CH:4]([OH:22])[CH2:3]1.Cl.[CH3:24][N:25]([CH3:32])[CH2:26][CH2:27][CH2:28][C:29](O)=[O:30].C1(N=C=NC2CCCCC2)CCCCC1.C(OCC)(=O)C. The catalyst is CN(C)C=O. The product is [CH3:24][N:25]([CH3:32])[CH2:26][CH2:27][CH2:28][C:29]([O:22][CH:4]1[CH2:3][CH:2]([CH3:1])[CH2:11][C:10]2[N:9]=[N:8][C:7]([C:12]3[CH:17]=[CH:16][CH:15]=[C:14]([C:18]([F:21])([F:20])[F:19])[CH:13]=3)=[CH:6][C:5]1=2)=[O:30]. The yield is 0.990. (2) The reactants are C[O:2][C:3]1[CH:4]=[CH:5][C:6]2[S:10][CH:9]=[N:8][C:7]=2[CH:11]=1.I. The product is [S:10]1[C:6]2[CH:5]=[CH:4][C:3]([OH:2])=[CH:11][C:7]=2[N:8]=[CH:9]1. The yield is 0.830. The catalyst is O. (3) The reactants are Br[C:2]1[CH:3]=[C:4]([N+:23]([O-:25])=[O:24])[C:5]2[N:9]=[C:8]([CH3:10])[N:7]([CH2:11][C:12]3[C:21]4[C:16](=[CH:17][CH:18]=[CH:19][CH:20]=4)[CH:15]=[CH:14][CH:13]=3)[C:6]=2[CH:22]=1.[NH:26]1[CH2:31][CH2:30][O:29][CH2:28][CH2:27]1.C([O-])([O-])=O.[Cs+].[Cs+].CC(C1C=C(C(C)C)C(C2C=CC=CC=2P(C2CCCCC2)C2CCCCC2)=C(C(C)C)C=1)C. The catalyst is O1CCOCC1.C1C=CC(/C=C/C(/C=C/C2C=CC=CC=2)=O)=CC=1.C1C=CC(/C=C/C(/C=C/C2C=CC=CC=2)=O)=CC=1.C1C=CC(/C=C/C(/C=C/C2C=CC=CC=2)=O)=CC=1.[Pd].[Pd]. The product is [CH3:10][C:8]1[N:7]([CH2:11][C:12]2[C:21]3[C:16](=[CH:17][CH:18]=[CH:19][CH:20]=3)[CH:15]=[CH:14][CH:13]=2)[C:6]2[CH:22]=[C:2]([N:26]3[CH2:31][CH2:30][O:29][CH2:28][CH2:27]3)[CH:3]=[C:4]([N+:23]([O-:25])=[O:24])[C:5]=2[N:9]=1. The yield is 0.600. (4) The reactants are [C:1]([O:5][C:6]([N:8]1[C@@H:12]([C@H:13]([OH:20])[C:14]2[CH:19]=[CH:18][CH:17]=[CH:16][CH:15]=2)[CH2:11][CH2:10][C@H:9]1[CH2:21][C:22]1[CH:30]=[CH:29][C:25]([C:26](O)=[O:27])=[CH:24][CH:23]=1)=[O:7])([CH3:4])([CH3:3])[CH3:2].[C:31]1(=[O:41])[C:35]2([CH2:40][CH2:39][NH:38][CH2:37][CH2:36]2)[CH2:34][CH2:33][O:32]1.CCN=C=NCCCN(C)C.Cl.C1C=CC2N(O)N=NC=2C=1.C(N(C(C)C)CC)(C)C. The catalyst is CN(C=O)C. The product is [OH:20][C@H:13]([C:14]1[CH:15]=[CH:16][CH:17]=[CH:18][CH:19]=1)[C@H:12]1[CH2:11][CH2:10][C@@H:9]([CH2:21][C:22]2[CH:30]=[CH:29][C:25]([C:26]([N:38]3[CH2:39][CH2:40][C:35]4([C:31](=[O:41])[O:32][CH2:33][CH2:34]4)[CH2:36][CH2:37]3)=[O:27])=[CH:24][CH:23]=2)[N:8]1[C:6]([O:5][C:1]([CH3:4])([CH3:3])[CH3:2])=[O:7]. The yield is 0.700. (5) The reactants are [CH3:1][C:2]1[O:6][C:5]([C:7]2[CH:12]=[CH:11][CH:10]=[CH:9][CH:8]=2)=[N:4][C:3]=1[CH2:13][O:14][C:15]1[N:20]=[C:19]([CH2:21][O:22][C:23]2[CH:24]=[C:25]([CH2:29][C:30]([O:32]C)=[O:31])[CH:26]=[CH:27][CH:28]=2)[CH:18]=[CH:17][CH:16]=1.O1CCCC1.[OH-].[Na+]. The catalyst is CO. The product is [CH3:1][C:2]1[O:6][C:5]([C:7]2[CH:8]=[CH:9][CH:10]=[CH:11][CH:12]=2)=[N:4][C:3]=1[CH2:13][O:14][C:15]1[N:20]=[C:19]([CH2:21][O:22][C:23]2[CH:24]=[C:25]([CH2:29][C:30]([OH:32])=[O:31])[CH:26]=[CH:27][CH:28]=2)[CH:18]=[CH:17][CH:16]=1. The yield is 0.800.